From a dataset of NCI-60 drug combinations with 297,098 pairs across 59 cell lines. Regression. Given two drug SMILES strings and cell line genomic features, predict the synergy score measuring deviation from expected non-interaction effect. Drug 1: CN(CC1=CN=C2C(=N1)C(=NC(=N2)N)N)C3=CC=C(C=C3)C(=O)NC(CCC(=O)O)C(=O)O. Drug 2: CC1C(C(CC(O1)OC2CC(CC3=C2C(=C4C(=C3O)C(=O)C5=CC=CC=C5C4=O)O)(C(=O)C)O)N)O. Cell line: SR. Synergy scores: CSS=50.7, Synergy_ZIP=-14.6, Synergy_Bliss=-32.7, Synergy_Loewe=8.54, Synergy_HSA=-25.4.